From a dataset of Reaction yield outcomes from USPTO patents with 853,638 reactions. Predict the reaction yield, written as a fraction of the theoretical maximum amount of product (1.0 means a 100% yield; for example, 0.34 means a 34% yield). The reactants are [CH3:1][O:2][C:3]1[CH:11]=[CH:10][CH:9]=[C:8]2[C:4]=1[CH2:5][CH2:6][C:7]2=[O:12].Cl.[N:14](OCCC(C)C)=[O:15]. The catalyst is C(OCC)C. The product is [CH3:1][O:2][C:3]1[CH:11]=[CH:10][CH:9]=[C:8]2[C:4]=1[CH2:5][C:6](=[N:14][OH:15])[C:7]2=[O:12]. The yield is 0.420.